Dataset: Peptide-MHC class I binding affinity with 185,985 pairs from IEDB/IMGT. Task: Regression. Given a peptide amino acid sequence and an MHC pseudo amino acid sequence, predict their binding affinity value. This is MHC class I binding data. (1) The peptide sequence is NVEPHWIAA. The MHC is HLA-B07:02 with pseudo-sequence HLA-B07:02. The binding affinity (normalized) is 0.180. (2) The peptide sequence is RESGLLPSLL. The MHC is HLA-A68:02 with pseudo-sequence HLA-A68:02. The binding affinity (normalized) is 0. (3) The peptide sequence is GYMNLLGVLI. The MHC is H-2-Kd with pseudo-sequence H-2-Kd. The binding affinity (normalized) is 0.545. (4) The peptide sequence is HLYQGCQVV. The MHC is HLA-A02:03 with pseudo-sequence HLA-A02:03. The binding affinity (normalized) is 0.763. (5) The peptide sequence is LLPGVAHSI. The MHC is HLA-A69:01 with pseudo-sequence HLA-A69:01. The binding affinity (normalized) is 0.0847. (6) The peptide sequence is MTLVPVLEK. The MHC is HLA-A68:01 with pseudo-sequence HLA-A68:01. The binding affinity (normalized) is 0.838.